This data is from NCI-60 drug combinations with 297,098 pairs across 59 cell lines. The task is: Regression. Given two drug SMILES strings and cell line genomic features, predict the synergy score measuring deviation from expected non-interaction effect. (1) Drug 1: C1CN1P(=S)(N2CC2)N3CC3. Drug 2: CN(CCCl)CCCl.Cl. Cell line: SNB-19. Synergy scores: CSS=26.3, Synergy_ZIP=-2.66, Synergy_Bliss=2.34, Synergy_Loewe=-19.0, Synergy_HSA=2.06. (2) Drug 1: C1CN1P(=S)(N2CC2)N3CC3. Cell line: UO-31. Synergy scores: CSS=4.83, Synergy_ZIP=-1.41, Synergy_Bliss=-0.0726, Synergy_Loewe=-0.602, Synergy_HSA=0.275. Drug 2: CS(=O)(=O)OCCCCOS(=O)(=O)C. (3) Drug 1: C1=NC2=C(N1)C(=S)N=C(N2)N. Drug 2: C1=CC=C(C(=C1)C(C2=CC=C(C=C2)Cl)C(Cl)Cl)Cl. Cell line: HOP-62. Synergy scores: CSS=32.9, Synergy_ZIP=2.23, Synergy_Bliss=2.01, Synergy_Loewe=-15.9, Synergy_HSA=2.05. (4) Drug 1: CN1C(=O)N2C=NC(=C2N=N1)C(=O)N. Synergy scores: CSS=27.5, Synergy_ZIP=-10.8, Synergy_Bliss=-3.81, Synergy_Loewe=-30.0, Synergy_HSA=-3.05. Drug 2: C1=NC(=NC(=O)N1C2C(C(C(O2)CO)O)O)N. Cell line: SW-620. (5) Drug 1: C1=CC=C(C=C1)NC(=O)CCCCCCC(=O)NO. Drug 2: CC1=C(C(=CC=C1)Cl)NC(=O)C2=CN=C(S2)NC3=CC(=NC(=N3)C)N4CCN(CC4)CCO. Cell line: SW-620. Synergy scores: CSS=29.3, Synergy_ZIP=1.63, Synergy_Bliss=2.41, Synergy_Loewe=-4.73, Synergy_HSA=3.23. (6) Synergy scores: CSS=32.3, Synergy_ZIP=-11.1, Synergy_Bliss=-1.39, Synergy_Loewe=-1.61, Synergy_HSA=2.83. Drug 1: C1=CC=C(C=C1)NC(=O)CCCCCCC(=O)NO. Cell line: MCF7. Drug 2: C1=NC2=C(N1)C(=S)N=CN2. (7) Drug 1: C1=CC=C(C=C1)NC(=O)CCCCCCC(=O)NO. Drug 2: CC1=C(C(=CC=C1)Cl)NC(=O)C2=CN=C(S2)NC3=CC(=NC(=N3)C)N4CCN(CC4)CCO. Cell line: EKVX. Synergy scores: CSS=4.86, Synergy_ZIP=-1.37, Synergy_Bliss=-0.348, Synergy_Loewe=-0.658, Synergy_HSA=-0.764. (8) Drug 1: CC1OCC2C(O1)C(C(C(O2)OC3C4COC(=O)C4C(C5=CC6=C(C=C35)OCO6)C7=CC(=C(C(=C7)OC)O)OC)O)O. Drug 2: C1CCC(CC1)NC(=O)N(CCCl)N=O. Cell line: A498. Synergy scores: CSS=30.2, Synergy_ZIP=-2.67, Synergy_Bliss=-0.393, Synergy_Loewe=-6.42, Synergy_HSA=1.74. (9) Drug 1: C(=O)(N)NO. Drug 2: CC1C(C(CC(O1)OC2CC(CC3=C2C(=C4C(=C3O)C(=O)C5=C(C4=O)C(=CC=C5)OC)O)(C(=O)CO)O)N)O.Cl. Cell line: NCI-H226. Synergy scores: CSS=20.3, Synergy_ZIP=2.93, Synergy_Bliss=0.427, Synergy_Loewe=-15.5, Synergy_HSA=-3.29.